From a dataset of Forward reaction prediction with 1.9M reactions from USPTO patents (1976-2016). Predict the product of the given reaction. (1) Given the reactants [CH:1]1[C:14]2[CH:13]=[CH:12][C:11]3[C:6](=[CH:7][CH:8]=[CH:9][CH:10]=3)[C:5]=2[CH:4]=[C:3]([C:15](=O)[CH3:16])[CH:2]=1.Cl.[NH2:19][OH:20].N1C=CC=CC=1, predict the reaction product. The product is: [CH:1]1[C:14]2[CH:13]=[CH:12][C:11]3[C:6](=[CH:7][CH:8]=[CH:9][CH:10]=3)[C:5]=2[CH:4]=[C:3]([C:15](=[N:19][OH:20])[CH3:16])[CH:2]=1. (2) Given the reactants Cl.[CH:2]1([S:5]([C:8]2[CH:13]=[CH:12][C:11](/[C:14](/[C:22]3[CH:27]=[CH:26][C:25]([C:28]4[CH:29]=[N:30][NH:31][CH:32]=4)=[C:24]([O:33][CH3:34])[N:23]=3)=[CH:15]\[C@@H:16]3[NH:20][C:19](=[O:21])[CH2:18][CH2:17]3)=[CH:10][CH:9]=2)(=[O:7])=[O:6])[CH2:4][CH2:3]1.[H][H], predict the reaction product. The product is: [CH:2]1([S:5]([C:8]2[CH:9]=[CH:10][C:11]([CH:14]([C:22]3[CH:27]=[CH:26][C:25]([C:28]4[CH:29]=[N:30][NH:31][CH:32]=4)=[C:24]([O:33][CH3:34])[N:23]=3)[CH2:15][C@@H:16]3[NH:20][C:19](=[O:21])[CH2:18][CH2:17]3)=[CH:12][CH:13]=2)(=[O:6])=[O:7])[CH2:4][CH2:3]1. (3) Given the reactants Br[C:2]1[CH:11]=[C:10]([CH3:12])[CH:9]=[CH:8][C:3]=1[C:4]([O:6][CH3:7])=[O:5].[OH:13]OS([O-])=O.[K+].[K+].[Br-:20].[OH2:21], predict the reaction product. The product is: [Br:20][C:2]1[CH:11]=[C:10]([CH:9]=[CH:8][C:3]=1[C:4]([O:6][CH3:7])=[O:5])[C:12]([OH:13])=[O:21]. (4) Given the reactants C(S(C1C=CC(C2N=C(C3OC(C4SC(CNC)=CC=4)=NN=3)C(N)=NC=2)=CC=1)(=O)=O)(C)C.C(S(C1C=CC(C2N=C(C3OC(C4SC=C(CNC)C=4)=NN=3)C(N)=NC=2)=CC=1)(=O)=O)(C)C.F[CH:66](F)[CH2:67][NH:68][CH2:69][C:70]1[S:74][C:73]([C:75]2[O:79][C:78]([C:80]3[C:81]([NH2:98])=[N:82][CH:83]=[C:84]([C:86]4[CH:91]=[CH:90][C:89]([S:92]([CH:95]([CH3:97])[CH3:96])(=[O:94])=[O:93])=[CH:88][CH:87]=4)[N:85]=3)=[N:77][N:76]=2)=[CH:72][CH:71]=1.C(NCC1SC(C2OC(C3C(N)=NC=C(C4C=CC(S(C(C)C)(=O)=O)=CC=4)N=3)=NN=2)=CC=1)(C)C, predict the reaction product. The product is: [CH2:67]([NH:68][CH2:69][C:70]1[S:74][C:73]([C:75]2[O:79][C:78]([C:80]3[C:81]([NH2:98])=[N:82][CH:83]=[C:84]([C:86]4[CH:91]=[CH:90][C:89]([S:92]([CH:95]([CH3:97])[CH3:96])(=[O:94])=[O:93])=[CH:88][CH:87]=4)[N:85]=3)=[N:77][N:76]=2)=[CH:72][CH:71]=1)[CH3:66]. (5) Given the reactants [CH3:1][NH:2][C:3]1[C:8]([CH2:9][OH:10])=[CH:7][CH:6]=[CH:5][N:4]=1.[C:11](O[C:11]([O:13][C:14]([CH3:17])([CH3:16])[CH3:15])=[O:12])([O:13][C:14]([CH3:17])([CH3:16])[CH3:15])=[O:12].O, predict the reaction product. The product is: [C:11](=[O:12])([O:10][CH2:9][C:8]1[C:3]([NH:2][CH3:1])=[N:4][CH:5]=[CH:6][CH:7]=1)[O:13][C:14]([CH3:17])([CH3:16])[CH3:15]. (6) Given the reactants [F:1][C:2]1[CH:7]=[CH:6][C:5]([C:8]2[S:9][CH:10]=[CH:11][C:12]=2[CH3:13])=[CH:4][CH:3]=1.[O:14]1[CH:18]=[CH:17][CH:16]=[C:15]1[C:19](Cl)=[O:20].[Cl-].[Al+3].[Al+3].[Al+3].[Cl-].[Cl-].[Cl-].[Cl-].[Cl-].[Cl-].[Cl-].[Cl-], predict the reaction product. The product is: [F:1][C:2]1[CH:3]=[CH:4][C:5]([C:8]2[S:9][C:10]([C:19]([C:15]3[O:14][CH:18]=[CH:17][CH:16]=3)=[O:20])=[CH:11][C:12]=2[CH3:13])=[CH:6][CH:7]=1. (7) Given the reactants Br[C:2]1[C:14]2[C:13]3[CH2:12][CH2:11][N:10]([C:15]([O:17][C:18]([CH3:21])([CH3:20])[CH3:19])=[O:16])[CH2:9][C:8]=3[CH:7]=[N:6][C:5]=2[NH:4][N:3]=1.[C:22]([C:25]1[CH:30]=[CH:29][C:28](B(O)O)=[CH:27][CH:26]=1)(=[O:24])[NH2:23], predict the reaction product. The product is: [C:22]([C:25]1[CH:26]=[C:27]([C:2]2[C:14]3[C:13]4[CH2:12][CH2:11][N:10]([C:15]([O:17][C:18]([CH3:21])([CH3:20])[CH3:19])=[O:16])[CH2:9][C:8]=4[CH:7]=[N:6][C:5]=3[NH:4][N:3]=2)[CH:28]=[CH:29][CH:30]=1)(=[O:24])[NH2:23].